The task is: Predict which catalyst facilitates the given reaction.. This data is from Catalyst prediction with 721,799 reactions and 888 catalyst types from USPTO. (1) Reactant: C(OC([N:8]1[CH2:13][CH2:12][CH:11]([CH2:14][CH2:15][C:16]([N:18]2[CH2:23][CH2:22][CH2:21][C@@H:20]([C:24]([NH:26][CH:27]([C:32]3[CH:33]=[N:34][CH:35]=[C:36]([C:38]4[CH:43]=[CH:42][C:41]([F:44])=[C:40]([N+:45]([O-:47])=[O:46])[CH:39]=4)[CH:37]=3)[CH2:28][C:29]([OH:31])=[O:30])=[O:25])[CH2:19]2)=[O:17])[CH2:10][CH2:9]1)=O)(C)(C)C.Cl. Product: [F:44][C:41]1[CH:42]=[CH:43][C:38]([C:36]2[CH:37]=[C:32]([C@@H:27]([NH:26][C:24]([C@@H:20]3[CH2:21][CH2:22][CH2:23][N:18]([C:16](=[O:17])[CH2:15][CH2:14][CH:11]4[CH2:10][CH2:9][NH:8][CH2:13][CH2:12]4)[CH2:19]3)=[O:25])[CH2:28][C:29]([OH:31])=[O:30])[CH:33]=[N:34][CH:35]=2)=[CH:39][C:40]=1[N+:45]([O-:47])=[O:46]. The catalyst class is: 12. (2) Reactant: [CH3:1][O:2][C:3](=[O:39])[CH2:4][O:5][C:6]1[CH:15]=[CH:14][C:13]([F:16])=[C:12]2[C:7]=1[C:8]([O:35][CH:36]([F:38])[F:37])=[C:9]([CH2:19][C:20]1[CH:25]=[CH:24][C:23](B3OC(C)(C)C(C)(C)O3)=[CH:22][CH:21]=1)[C:10]([CH2:17][CH3:18])=[N:11]2.[Cl:40][C:41]1[CH:42]=[N:43][NH:44][CH:45]=1.N1C=CC=CC=1. Product: [CH3:1][O:2][C:3](=[O:39])[CH2:4][O:5][C:6]1[CH:15]=[CH:14][C:13]([F:16])=[C:12]2[C:7]=1[C:8]([O:35][CH:36]([F:38])[F:37])=[C:9]([CH2:19][C:20]1[CH:25]=[CH:24][C:23]([N:43]3[CH:42]=[C:41]([Cl:40])[CH:45]=[N:44]3)=[CH:22][CH:21]=1)[C:10]([CH2:17][CH3:18])=[N:11]2. The catalyst class is: 6. (3) Reactant: [H-].[Na+].[CH3:3][C:4]1[C:9]([Cl:10])=[CH:8][CH:7]=[CH:6][C:5]=1[N:11]1[C:15](=[O:16])[NH:14][N:13]=[N:12]1.[CH3:17]N(C)C=O.CI. Product: [CH3:3][C:4]1[C:9]([Cl:10])=[CH:8][CH:7]=[CH:6][C:5]=1[N:11]1[C:15](=[O:16])[N:14]([CH3:17])[N:13]=[N:12]1. The catalyst class is: 6. (4) Reactant: [N:1]1([C:27]([O:29][C:30]([CH3:33])([CH3:32])[CH3:31])=[O:28])[CH2:26][CH2:25][CH2:24][C@H:2]1[C:3]([NH:5][CH2:6][C:7]([N:9]1[CH2:23][CH2:22][CH2:21][C@H:10]1[C:11]([O:13]CC1C=CC=CC=1)=[O:12])=[O:8])=[O:4].CC(O)=O.[H][H]. Product: [N:1]1([C:27]([O:29][C:30]([CH3:33])([CH3:32])[CH3:31])=[O:28])[CH2:26][CH2:25][CH2:24][C@H:2]1[C:3]([NH:5][CH2:6][C:7]([N:9]1[CH2:23][CH2:22][CH2:21][C@H:10]1[C:11]([OH:13])=[O:12])=[O:8])=[O:4]. The catalyst class is: 19. (5) Reactant: [CH3:1][O:2][C:3](=[O:15])[CH:4]=[CH:5][C:6]1[CH:7]=[C:8]2[C:12](=[CH:13][CH:14]=1)[NH:11][CH:10]=[CH:9]2.C([N-]C(C)C)(C)C.[Li+].C(NC(C)C)(C)C.C([Li])CCC.[C:36]1([S:42](Cl)(=[O:44])=[O:43])[CH:41]=[CH:40][CH:39]=[CH:38][CH:37]=1.C(=O)(O)[O-].[Na+].[K+].[Br-]. Product: [CH3:1][O:2][C:3](=[O:15])[CH:4]=[CH:5][C:6]1[CH:7]=[C:8]2[C:12](=[CH:13][CH:14]=1)[N:11]([S:42]([C:36]1[CH:41]=[CH:40][CH:39]=[CH:38][CH:37]=1)(=[O:44])=[O:43])[CH:10]=[CH:9]2. The catalyst class is: 1. (6) Reactant: C1C(=O)N(O[C:9]([O:11][N:12]2[C:17](=[O:18])[CH2:16][CH2:15][C:13]2=[O:14])=[O:10])C(=O)C1.[CH2:19]([N:26]1[CH2:32][CH:31]([NH2:33])[CH2:30][N:29]([CH2:34][C:35]2[CH:40]=[CH:39][CH:38]=[CH:37][CH:36]=2)[CH2:28][CH2:27]1)[C:20]1[CH:25]=[CH:24][CH:23]=[CH:22][CH:21]=1.CCN(C(C)C)C(C)C. Product: [CH2:19]([N:26]1[CH2:32][CH:31]([NH:33][C:9]([O:11][N:12]2[C:13](=[O:14])[CH2:15][CH2:16][C:17]2=[O:18])=[O:10])[CH2:30][N:29]([CH2:34][C:35]2[CH:40]=[CH:39][CH:38]=[CH:37][CH:36]=2)[CH2:28][CH2:27]1)[C:20]1[CH:21]=[CH:22][CH:23]=[CH:24][CH:25]=1. The catalyst class is: 10. (7) Reactant: Br[C:2]1[CH:3]=[CH:4][C:5]([N+:8]([O-:10])=[O:9])=[N:6][CH:7]=1.[NH:11]1[CH2:16][CH2:15][O:14][CH2:13][CH2:12]1.C(N(CC)C(C)C)(C)C. Product: [N+:8]([C:5]1[N:6]=[CH:7][C:2]([N:11]2[CH2:16][CH2:15][O:14][CH2:13][CH2:12]2)=[CH:3][CH:4]=1)([O-:10])=[O:9]. The catalyst class is: 10. (8) Reactant: [C:1]([O:5][C:6]([NH:8][C@H:9]([C:14]1[CH:19]=[CH:18][CH:17]=[CH:16][CH:15]=1)[C:10]([O:12][CH3:13])=[O:11])=[O:7])([CH3:4])([CH3:3])[CH3:2].[H-].[Na+].[CH3:22]SC. Product: [C:1]([O:5][C:6]([N:8]([CH3:22])[C@H:9]([C:14]1[CH:15]=[CH:16][CH:17]=[CH:18][CH:19]=1)[C:10]([O:12][CH3:13])=[O:11])=[O:7])([CH3:4])([CH3:2])[CH3:3]. The catalyst class is: 3. (9) Reactant: [Cl:1][C:2]1[CH:7]=[CH:6][C:5]([C:8](=[O:18])[NH:9][CH2:10][C:11]2[CH:16]=[CH:15][CH:14]=[C:13]([Cl:17])[CH:12]=2)=[CH:4][C:3]=1[NH:19][C:20]([C:22]1[C:35](=[O:36])[NH:34][C:25]2[N:26]=[C:27](S(C)(=O)=O)[N:28]=[CH:29][C:24]=2[CH:23]=1)=[O:21].Cl.[C@@H:38]12[O:45][C@@H:42]([CH2:43][CH2:44]1)[CH2:41][NH:40][CH2:39]2.C(N(CC)CC)C. The catalyst class is: 9. Product: [Cl:1][C:2]1[CH:7]=[CH:6][C:5]([C:8](=[O:18])[NH:9][CH2:10][C:11]2[CH:16]=[CH:15][CH:14]=[C:13]([Cl:17])[CH:12]=2)=[CH:4][C:3]=1[NH:19][C:20]([C:22]1[C:35](=[O:36])[NH:34][C:25]2[N:26]=[C:27]([N:40]3[CH2:39][C@H:38]4[O:45][C@H:42]([CH2:43][CH2:44]4)[CH2:41]3)[N:28]=[CH:29][C:24]=2[CH:23]=1)=[O:21]. (10) Reactant: [OH:1][CH2:2][C:3]1[CH:8]=[CH:7][C:6](B(O)O)=[CH:5][CH:4]=1.Br[C:13]1[N:14]=[N:15][N:16]([CH3:18])[CH:17]=1.C(=O)([O-])[O-].[Na+].[Na+].O. Product: [CH3:18][N:16]1[CH:17]=[C:13]([C:6]2[CH:7]=[CH:8][C:3]([CH2:2][OH:1])=[CH:4][CH:5]=2)[N:14]=[N:15]1. The catalyst class is: 203.